This data is from Reaction yield outcomes from USPTO patents with 853,638 reactions. The task is: Predict the reaction yield, written as a fraction of the theoretical maximum amount of product (1.0 means a 100% yield; for example, 0.34 means a 34% yield). (1) The reactants are [Cl-].O[NH3+:3].[C:4](=[O:7])([O-])[OH:5].[Na+].CS(C)=O.[CH3:13][C:14]1([CH3:51])[CH2:23][CH2:22][C:21]2[C:16](=[CH:17][CH:18]=[C:19]([N:24]3[C:29](=[O:30])[C:28]([CH2:31][C:32]4[CH:37]=[CH:36][C:35]([C:38]5[C:39]([C:44]#[N:45])=[CH:40][CH:41]=[CH:42][CH:43]=5)=[CH:34][C:33]=4[F:46])=[C:27]([CH2:47][CH2:48][CH3:49])[N:26]=[C:25]3[CH3:50])[CH:20]=2)[O:15]1. The catalyst is C(OCC)(=O)C. The product is [CH3:13][C:14]1([CH3:51])[CH2:23][CH2:22][C:21]2[C:16](=[CH:17][CH:18]=[C:19]([N:24]3[C:29](=[O:30])[C:28]([CH2:31][C:32]4[CH:37]=[CH:36][C:35]([C:38]5[CH:43]=[CH:42][CH:41]=[CH:40][C:39]=5[C:44]5[NH:3][C:4](=[O:7])[O:5][N:45]=5)=[CH:34][C:33]=4[F:46])=[C:27]([CH2:47][CH2:48][CH3:49])[N:26]=[C:25]3[CH3:50])[CH:20]=2)[O:15]1. The yield is 0.520. (2) The reactants are [CH3:1][N:2]([CH3:36])[C:3](=[O:35])[CH2:4][C:5]1[C:32]([F:33])=[CH:31][C:8]([O:9][CH2:10][CH2:11][C@@H:12]2[CH2:14][C@@H:13]2[CH:15]2[CH2:20][CH2:19][N:18](C(OCC3C=CC=CC=3)=O)[CH2:17][CH2:16]2)=[C:7]([F:34])[CH:6]=1.[H][H]. The catalyst is CO.[Pd]. The product is [F:33][C:32]1[CH:31]=[C:8]([O:9][CH2:10][CH2:11][C@@H:12]2[CH2:14][C@@H:13]2[CH:15]2[CH2:16][CH2:17][NH:18][CH2:19][CH2:20]2)[C:7]([F:34])=[CH:6][C:5]=1[CH2:4][C:3]([N:2]([CH3:36])[CH3:1])=[O:35]. The yield is 0.970. (3) The reactants are [Cl:1][C:2]1[CH:7]=[C:6]([NH:8][C:9]2[N:13]=[C:12]([NH2:14])[NH:11][N:10]=2)[CH:5]=[C:4]([C:15]([F:18])([F:17])[F:16])[C:3]=1[C:19]1[CH:24]=[CH:23][C:22]([S:25]([CH:28]([CH3:30])[CH3:29])(=[O:27])=[O:26])=[CH:21][CH:20]=1.[CH:31]([C:33]1[CH:45]=[CH:44][C:36]([C:37]([O:39][C:40]([CH3:43])([CH3:42])[CH3:41])=[O:38])=[CH:35][CH:34]=1)=O.C(O)(=O)C.Cl. The catalyst is CO. The product is [Cl:1][C:2]1[CH:7]=[C:6]([NH:8][C:9]2[N:13]=[C:12]([NH:14][CH2:31][C:33]3[CH:45]=[CH:44][C:36]([C:37]([O:39][C:40]([CH3:41])([CH3:43])[CH3:42])=[O:38])=[CH:35][CH:34]=3)[NH:11][N:10]=2)[CH:5]=[C:4]([C:15]([F:18])([F:16])[F:17])[C:3]=1[C:19]1[CH:20]=[CH:21][C:22]([S:25]([CH:28]([CH3:30])[CH3:29])(=[O:26])=[O:27])=[CH:23][CH:24]=1. The yield is 0.490. (4) The yield is 0.810. No catalyst specified. The reactants are [H-].[Na+].C[C@@H](OC1C=CC=[C:21]2[C:16]=1[C:17](NC1C=CC(OC3C=NC(C)=CC=3)=C(C)C=1)=[N:18][CH:19]=[N:20]2)C(N1CCN(C)CC1)=O.[Cl:41][C:42]1[CH:43]=[C:44]([N+:49]([O-:51])=[O:50])[CH:45]=[CH:46][C:47]=1F.CC(N(C)C)=[O:54]. The product is [CH3:19][N:20]1[CH:21]=[C:16]([O:54][C:47]2[CH:46]=[CH:45][C:44]([N+:49]([O-:51])=[O:50])=[CH:43][C:42]=2[Cl:41])[CH:17]=[N:18]1. (5) The reactants are [F:1][C:2]([F:34])([F:33])[CH2:3][NH:4][C@H:5]1[CH2:9][CH2:8][N:7]([C:10]2[C:18]3[C:17]4[CH:19]=[C:20]([C:23]#[N:24])[N:21]=[CH:22][C:16]=4[N:15](COCC[Si](C)(C)C)[C:14]=3[N:13]=[CH:12][CH:11]=2)[CH2:6]1.Br.[OH-].[Na+].Cl. The catalyst is O1CCOCC1. The product is [F:34][C:2]([F:1])([F:33])[CH2:3][NH:4][C@H:5]1[CH2:9][CH2:8][N:7]([C:10]2[C:18]3[C:17]4[CH:19]=[C:20]([C:23]#[N:24])[N:21]=[CH:22][C:16]=4[NH:15][C:14]=3[N:13]=[CH:12][CH:11]=2)[CH2:6]1. The yield is 0.0500.